From a dataset of Full USPTO retrosynthesis dataset with 1.9M reactions from patents (1976-2016). Predict the reactants needed to synthesize the given product. (1) The reactants are: [NH2:1][C:2]1[N:7]=[C:6]([CH3:8])[CH:5]=[C:4](Cl)[N:3]=1.[N+:10]([C:13]1[CH:14]=[C:15]([CH:17]=[CH:18][CH:19]=1)[NH2:16])([O-:12])=[O:11].Cl. Given the product [CH3:8][C:6]1[N:7]=[C:2]([NH2:1])[N:3]=[C:4]([NH:16][C:15]2[CH:17]=[CH:18][CH:19]=[C:13]([N+:10]([O-:12])=[O:11])[CH:14]=2)[CH:5]=1, predict the reactants needed to synthesize it. (2) Given the product [Cl:1][C:2]1[C:3]([O:10][CH3:11])=[CH:4][C:5]([CH3:9])=[C:6]([NH:7][C:12](=[O:13])[O:14][C:15]([CH3:18])([CH3:17])[CH3:16])[CH:8]=1, predict the reactants needed to synthesize it. The reactants are: [Cl:1][C:2]1[C:3]([O:10][CH3:11])=[CH:4][C:5]([CH3:9])=[C:6]([CH:8]=1)[NH2:7].[C:12](O[C:12]([O:14][C:15]([CH3:18])([CH3:17])[CH3:16])=[O:13])([O:14][C:15]([CH3:18])([CH3:17])[CH3:16])=[O:13]. (3) Given the product [Cl:1][C:2]1[CH:14]=[CH:13][C:5]2[S:6][C:7]([C:10]([NH:35][CH2:34][C:29]3[CH:28]=[C:27]([CH:32]=[C:31]([F:33])[CH:30]=3)[O:26][C:23]3[CH:24]=[CH:25][C:20]([CH2:19][CH2:18][C:17]([OH:37])=[O:16])=[C:21]([CH3:36])[CH:22]=3)=[O:12])=[C:8]([CH3:9])[C:4]=2[CH:3]=1, predict the reactants needed to synthesize it. The reactants are: [Cl:1][C:2]1[CH:14]=[CH:13][C:5]2[S:6][C:7]([C:10]([OH:12])=O)=[C:8]([CH3:9])[C:4]=2[CH:3]=1.C[O:16][C:17](=[O:37])[CH2:18][CH2:19][C:20]1[CH:25]=[CH:24][C:23]([O:26][C:27]2[CH:32]=[C:31]([F:33])[CH:30]=[C:29]([CH2:34][NH2:35])[CH:28]=2)=[CH:22][C:21]=1[CH3:36]. (4) Given the product [Cl:34][C:35]1[CH:40]=[CH:39][N:38]=[C:37]2[CH:41]=[C:42]([C:44]([N:14]3[CH2:17][CH:16]([O:18][CH3:19])[CH2:15]3)=[O:45])[S:43][C:36]=12, predict the reactants needed to synthesize it. The reactants are: C([N:14]1[CH2:17][CH:16]([O:18][CH3:19])[CH2:15]1)(C1C=CC=CC=1)C1C=CC=CC=1.FC(F)(F)C(O)=O.C(N(CC)CC)C.[Cl:34][C:35]1[CH:40]=[CH:39][N:38]=[C:37]2[CH:41]=[C:42]([C:44](Cl)=[O:45])[S:43][C:36]=12.